Dataset: Forward reaction prediction with 1.9M reactions from USPTO patents (1976-2016). Task: Predict the product of the given reaction. (1) Given the reactants [CH3:1][O:2][C:3]1[CH:4]=[C:5](/[C:11](=[CH:14]/[C:15]2[S:16][C:17]([N:20]3[CH2:25][CH2:24][CH:23]([OH:26])[CH2:22][CH2:21]3)=[CH:18][CH:19]=2)/[C:12]#[N:13])[CH:6]=[CH:7][C:8]=1[O:9][CH3:10].[H-].[Na+].[Br:29][CH2:30][C:31](Cl)=[O:32].C(Cl)(Cl)Cl, predict the reaction product. The product is: [C:12](/[C:11](/[C:5]1[CH:6]=[CH:7][C:8]([O:9][CH3:10])=[C:3]([O:2][CH3:1])[CH:4]=1)=[CH:14]\[C:15]1[S:16][C:17]([N:20]2[CH2:21][CH2:22][CH:23]([O:26][C:31](=[O:32])[CH2:30][Br:29])[CH2:24][CH2:25]2)=[CH:18][CH:19]=1)#[N:13]. (2) Given the reactants Br[C:2]1[CH:3]=[C:4]([NH2:12])[C:5]2[CH:6]=[N:7][N:8]([CH3:11])[C:9]=2[CH:10]=1.C(=O)([O-])[O-].[Na+].[Na+].[Cl:19][C:20]1[N:25]=[CH:24][C:23](B(O)O)=[CH:22][C:21]=1[NH:29][S:30]([CH3:33])(=[O:32])=[O:31].O, predict the reaction product. The product is: [NH2:12][C:4]1[CH:3]=[C:2]([C:23]2[CH:22]=[C:21]([NH:29][S:30]([CH3:33])(=[O:32])=[O:31])[C:20]([Cl:19])=[N:25][CH:24]=2)[CH:10]=[C:9]2[C:5]=1[CH:6]=[N:7][N:8]2[CH3:11]. (3) Given the reactants [CH2:1]([N:3]([CH2:30][CH3:31])[CH2:4][C:5]1[S:6][C:7]([C:11]2[O:15][N:14]=[C:13]([C:16]3[CH:21]=[C:20]([CH3:22])[C:19]([O:23][CH2:24][C@@H:25]4[CH2:27][O:26]4)=[C:18]([CH2:28][CH3:29])[CH:17]=3)[N:12]=2)=[CH:8][C:9]=1[CH3:10])[CH3:2].Cl.C[O:34][C:35]([CH:37]1[CH2:41][CH2:40][NH:39][CH2:38]1)=[O:36], predict the reaction product. The product is: [CH2:1]([N:3]([CH2:4][C:5]1[S:6][C:7]([C:11]2[O:15][N:14]=[C:13]([C:16]3[CH:21]=[C:20]([CH3:22])[C:19]([O:23][CH2:24][C@@H:25]([OH:26])[CH2:27][N:39]4[CH2:40][CH2:41][CH:37]([C:35]([OH:34])=[O:36])[CH2:38]4)=[C:18]([CH2:28][CH3:29])[CH:17]=3)[N:12]=2)=[CH:8][C:9]=1[CH3:10])[CH2:30][CH3:31])[CH3:2]. (4) Given the reactants [CH3:1][C:2]1[CH:25]=[CH:24][CH:23]=[C:22]([CH3:26])[C:3]=1[CH2:4][NH:5][C:6]1[C:14]2[N:13]=[C:12]([CH3:15])[N:11]([CH3:16])[C:10]=2[CH:9]=[C:8]([C:17](OCC)=[O:18])[CH:7]=1.[NH2:27][CH2:28][CH2:29][OH:30], predict the reaction product. The product is: [CH3:26][C:22]1[CH:23]=[CH:24][CH:25]=[C:2]([CH3:1])[C:3]=1[CH2:4][NH:5][C:6]1[C:14]2[N:13]=[C:12]([CH3:15])[N:11]([CH3:16])[C:10]=2[CH:9]=[C:8]([C:17]([NH:27][CH2:28][CH2:29][OH:30])=[O:18])[CH:7]=1. (5) Given the reactants [CH:1]1[C:13]2[CH:12]([CH2:14][O:15][C:16]([NH:18][CH:19]([CH:24]([OH:26])[CH3:25])[C:20]([O:22][CH3:23])=[O:21])=[O:17])[C:11]3[C:6](=[CH:7][CH:8]=[CH:9][CH:10]=3)[C:5]=2[CH:4]=[CH:3][CH:2]=1.CC(OI1(OC(C)=O)(OC(C)=O)OC(=O)C2C=CC=CC1=2)=O.C(=O)([O-])[O-].[Na+].[Na+].S([O-])([O-])=O.[Na+].[Na+], predict the reaction product. The product is: [CH:10]1[C:11]2[CH:12]([CH2:14][O:15][C:16]([NH:18][CH:19]([C:24](=[O:26])[CH3:25])[C:20]([O:22][CH3:23])=[O:21])=[O:17])[C:13]3[C:5](=[CH:4][CH:3]=[CH:2][CH:1]=3)[C:6]=2[CH:7]=[CH:8][CH:9]=1. (6) The product is: [C:1]([O:5][C:6](=[O:7])[NH:8][C:9]1([C:13]2[CH:14]=[CH:15][C:16]([C:19]3[C:20]([C:35]4[CH:40]=[CH:39][CH:38]=[CH:37][CH:36]=4)=[CH:21][C:22]4[NH:32][C:27](=[O:29])[CH2:26][N:25]([CH3:31])[C:23]=4[N:24]=3)=[CH:17][CH:18]=2)[CH2:10][CH2:11][CH2:12]1)([CH3:2])([CH3:3])[CH3:4]. Given the reactants [C:1]([O:5][C:6]([NH:8][C:9]1([C:13]2[CH:18]=[CH:17][C:16]([C:19]3[N:24]=[C:23]([N:25]([CH3:31])[CH2:26][C:27]([O:29]C)=O)[C:22]([N+:32]([O-])=O)=[CH:21][C:20]=3[C:35]3[CH:40]=[CH:39][CH:38]=[CH:37][CH:36]=3)=[CH:15][CH:14]=2)[CH2:12][CH2:11][CH2:10]1)=[O:7])([CH3:4])([CH3:3])[CH3:2].[H][H], predict the reaction product. (7) Given the reactants [W:1]([Cl:7])(Cl)(Cl)([Cl:4])([Cl:3])[Cl:2].[OH:8][C:9]1[CH:14]=[CH:13][CH:12]=[CH:11][N:10]=1.[CH2:15]([N:17](CC)CC)C.[O:22]1[CH2:26][CH2:25][CH2:24][CH2:23]1, predict the reaction product. The product is: [N:10]1[CH:11]=[CH:12][CH:13]=[CH:14][C:9]=1[O:8][W:1]([Cl:7])([Cl:4])([Cl:3])([Cl:2])[O:22][C:23]1[CH:24]=[CH:25][CH:26]=[CH:15][N:17]=1. (8) Given the reactants CC(C1C=C(C(C)C)C=C(C(C)C)C=1S(O[CH:20]([C:22]1([OH:45])[CH2:25][N:24]([C:26]([C:28]2[CH:33]=[CH:32][C:31]([F:34])=[C:30]([F:35])[C:29]=2[NH:36][C:37]2[CH:42]=[CH:41][C:40]([I:43])=[CH:39][C:38]=2[F:44])=[O:27])[CH2:23]1)[CH3:21])(=O)=O)C.[H-].[Na+].C(OCC)(=O)C, predict the reaction product. The product is: [F:35][C:30]1[C:31]([F:34])=[CH:32][CH:33]=[C:28]([C:26]([N:24]2[CH2:25][C:22]3([O:45][CH:20]3[CH3:21])[CH2:23]2)=[O:27])[C:29]=1[NH:36][C:37]1[CH:42]=[CH:41][C:40]([I:43])=[CH:39][C:38]=1[F:44]. (9) Given the reactants [F:1][C:2]1[CH:7]=[CH:6][C:5]([CH2:8][C:9]#[N:10])=[CH:4][CH:3]=1.[CH2:11](Br)[CH3:12].[Mg].O1CCCC1.[OH-].[Na+], predict the reaction product. The product is: [F:1][C:2]1[CH:7]=[CH:6][C:5]([CH2:8][C:9]2([NH2:10])[CH2:12][CH2:11]2)=[CH:4][CH:3]=1.